From a dataset of Forward reaction prediction with 1.9M reactions from USPTO patents (1976-2016). Predict the product of the given reaction. (1) Given the reactants C(OC([N:8]1[C:12]2[CH:13]=[C:14]([C:17](=[O:22])[C:18]([F:21])([F:20])[F:19])[CH:15]=[CH:16][C:11]=2[N:10]=[C:9]1[C:23]1[C:28]([CH3:29])=[CH:27][CH:26]=[CH:25][C:24]=1[CH3:30])=O)(C)(C)C.CC1C=C(C=CC=1C)N, predict the reaction product. The product is: [CH3:29][C:28]1[CH:27]=[CH:26][CH:25]=[C:24]([CH3:30])[C:23]=1[C:9]1[NH:8][C:12]2[CH:13]=[C:14]([C:17](=[O:22])[C:18]([F:21])([F:20])[F:19])[CH:15]=[CH:16][C:11]=2[N:10]=1. (2) Given the reactants Cl.CN.C[CH2:5][N:6](CC)CC.[Cl:11][C:12]1[CH:13]=[C:14]([S:19](Cl)(=[O:21])=[O:20])[CH:15]=[CH:16][C:17]=1[Cl:18].Cl, predict the reaction product. The product is: [Cl:11][C:12]1[CH:13]=[C:14]([S:19]([NH:6][CH3:5])(=[O:21])=[O:20])[CH:15]=[CH:16][C:17]=1[Cl:18]. (3) The product is: [CH3:38][CH2:37][CH2:42][CH2:41][CH2:40][C:51]1[CH:52]=[C:18]([OH:17])[C:26]2[C@@H:22]3[CH:21]=[C:20]([CH3:19])[CH2:60][CH2:61][C@H:16]3[C:13]([CH3:14])([CH3:15])[O:12][C:10]=2[CH:53]=1.[NH:1]([C:10]([O:12][C:13]([CH3:16])([CH3:15])[CH3:14])=[O:11])[CH2:2][C:3]([NH:5][CH2:6][C:7]([OH:9])=[O:8])=[O:4]. Given the reactants [NH:1]([C:10]([O:12][C:13]([CH3:16])([CH3:15])[CH3:14])=[O:11])[CH2:2][C:3]([NH:5][CH2:6][C:7]([OH:9])=[O:8])=[O:4].[OH:17][C:18]1[C:26]2N=NN[C:22]=2[CH:21]=[CH:20][CH:19]=1.F[P-](F)(F)(F)(F)F.N1(OC(N(C)C)=[N+](C)C)[C:38]2N=[CH:40][CH:41]=[CH:42][C:37]=2N=N1.[CH:51](N(C(C)C)CC)([CH3:53])[CH3:52].[C:60](OCC)(=O)[CH3:61], predict the reaction product. (4) Given the reactants C([O:4][C:5]1[C:14]2[C:9](=[CH:10][CH:11]=[C:12]([O:15][CH3:16])[CH:13]=2)[N:8]=[CH:7][CH:6]=1)C=C.[C:17]1(OC2C=CC=CC=2)[CH:22]=CC=C[CH:18]=1, predict the reaction product. The product is: [CH2:22]([C:6]1[CH:7]=[N:8][C:9]2[C:14]([C:5]=1[OH:4])=[CH:13][C:12]([O:15][CH3:16])=[CH:11][CH:10]=2)[CH:17]=[CH2:18]. (5) Given the reactants [S:1]1[C:5]2([CH2:10][CH2:9][C:8](=[O:11])[CH2:7][CH2:6]2)[S:4][CH2:3][CH2:2]1.[H-].[Na+].[C:14](=O)([O:17]C)[O:15][CH3:16], predict the reaction product. The product is: [CH3:16][O:15][C:14]([C:9]1[CH2:10][C:5]2([CH2:6][CH2:7][C:8]=1[OH:11])[S:4][CH2:3][CH2:2][S:1]2)=[O:17]. (6) Given the reactants [CH3:1][O:2][C:3]([C:5]1[CH:6]=[C:7]([N:11]2[CH2:19][CH2:18][CH2:17][CH:13]([C:14]([OH:16])=O)[CH2:12]2)[CH:8]=[CH:9][CH:10]=1)=[O:4].Cl.[Cl:21][C:22]1[CH:27]=[CH:26][C:25]([C:28]2[CH:33]=[CH:32][C:31]([CH2:34][NH2:35])=[CH:30][CH:29]=2)=[CH:24][CH:23]=1, predict the reaction product. The product is: [Cl:21][C:22]1[CH:23]=[CH:24][C:25]([C:28]2[CH:33]=[CH:32][C:31]([CH2:34][NH:35][C:14]([CH:13]3[CH2:17][CH2:18][CH2:19][N:11]([C:7]4[CH:6]=[C:5]([CH:10]=[CH:9][CH:8]=4)[C:3]([O:2][CH3:1])=[O:4])[CH2:12]3)=[O:16])=[CH:30][CH:29]=2)=[CH:26][CH:27]=1. (7) Given the reactants [NH2:1][CH2:2][CH2:3][CH2:4][CH2:5][CH2:6][C:7]([N:9]1[CH2:13][CH:12]([OH:14])[CH2:11][CH:10]1[CH:15]([C:34]1[CH:39]=[CH:38][CH:37]=[CH:36][CH:35]=1)[O:16][CH:17]([C:26]1[CH:31]=[CH:30][C:29]([O:32][CH3:33])=[CH:28][CH:27]=1)[C:18]1[CH:23]=[CH:22][C:21]([O:24][CH3:25])=[CH:20][CH:19]=1)=[O:8].N1C=CC=CC=1.C1(=O)N(N[C:52]([O:54][CH2:55][CH:56]([O:77][CH2:78][CH2:79][CH2:80][CH2:81][CH2:82][CH2:83][CH2:84][CH2:85][CH2:86][CH2:87][CH2:88][CH2:89][CH2:90][CH2:91][CH2:92][CH2:93][CH2:94][CH3:95])[CH2:57][O:58][CH2:59][CH2:60][CH2:61][CH2:62][CH2:63][CH2:64][CH2:65][CH2:66][CH2:67][CH2:68][CH2:69][CH2:70][CH2:71][CH2:72][CH2:73][CH2:74][CH2:75][CH3:76])=[O:53])C(=O)CC1.CO.C(Cl)(Cl)Cl, predict the reaction product. The product is: [CH2:78]([O:77][CH:56]([CH2:57][O:58][CH2:59][CH2:60][CH2:61][CH2:62][CH2:63][CH2:64][CH2:65][CH2:66][CH2:67][CH2:68][CH2:69][CH2:70][CH2:71][CH2:72][CH2:73][CH2:74][CH2:75][CH3:76])[CH2:55][O:54][C:52](=[O:53])[NH:1][CH2:2][CH2:3][CH2:4][CH2:5][CH2:6][C:7]([N:9]1[CH2:13][CH:12]([OH:14])[CH2:11][CH:10]1[CH:15]([C:34]1[CH:39]=[CH:38][CH:37]=[CH:36][CH:35]=1)[O:16][CH:17]([C:26]1[CH:31]=[CH:30][C:29]([O:32][CH3:33])=[CH:28][CH:27]=1)[C:18]1[CH:23]=[CH:22][C:21]([O:24][CH3:25])=[CH:20][CH:19]=1)=[O:8])[CH2:79][CH2:80][CH2:81][CH2:82][CH2:83][CH2:84][CH2:85][CH2:86][CH2:87][CH2:88][CH2:89][CH2:90][CH2:91][CH2:92][CH2:93][CH2:94][CH3:95].